From a dataset of Forward reaction prediction with 1.9M reactions from USPTO patents (1976-2016). Predict the product of the given reaction. Given the reactants CNCCC[CH:6]1[CH2:15][C:14]2[C:9](=[CH:10][CH:11]=[CH:12][CH:13]=2)[N:8]([C:16]2[CH:21]=[CH:20][CH:19]=[CH:18][CH:17]=2)[C:7]1=[O:22].ClCC[CH:26]1CC2[C:29](=CC=CC=2)[N:28](C2C=CC=CC=2)[C:27]1=O, predict the reaction product. The product is: [CH3:29][NH:28][CH2:27][CH2:26][CH:6]1[CH2:15][C:14]2[C:9](=[CH:10][CH:11]=[CH:12][CH:13]=2)[N:8]([C:16]2[CH:21]=[CH:20][CH:19]=[CH:18][CH:17]=2)[C:7]1=[O:22].